Dataset: Catalyst prediction with 721,799 reactions and 888 catalyst types from USPTO. Task: Predict which catalyst facilitates the given reaction. Reactant: [CH3:1][N:2]([CH3:26])[C:3]1[CH:4]=[C:5]2[CH:14]=[CH:13][CH:12]=[C:11]3[C:6]2=[C:7]([CH:25]=1)[C:8](=[O:24])[N:9]([CH2:16][CH2:17][CH2:18][CH2:19][CH2:20][C:21]([OH:23])=[O:22])[C:10]3=[O:15].O=P(Cl)(Cl)[Cl:29]. Product: [Cl-:29].[C:21]([CH2:20][CH2:19][CH2:18][CH2:17][CH2:16][N:9]1[C:8](=[O:24])[C:7]2[C:6]3[C:11](=[CH:12][CH:13]=[CH:14][C:5]=3[C:4]3[CH2:1][N+:2]([CH3:26])([CH3:3])[CH2:26][N:2]([CH3:1])[C:3]=3[CH:25]=2)[C:10]1=[O:15])([OH:23])=[O:22]. The catalyst class is: 3.